Predict the product of the given reaction. From a dataset of Forward reaction prediction with 1.9M reactions from USPTO patents (1976-2016). (1) Given the reactants [CH3:1][O:2][C:3]1[CH:4]=[C:5]([N:12]2[CH2:17][CH2:16][NH:15][CH2:14][CH2:13]2)[CH:6]=[CH:7][C:8]=1[N+:9]([O-:11])=[O:10].I[CH2:19][CH2:20][CH3:21].C([O-])(O)=O.[Na+], predict the reaction product. The product is: [CH3:1][O:2][C:3]1[CH:4]=[C:5]([N:12]2[CH2:17][CH2:16][N:15]([CH2:19][CH2:20][CH3:21])[CH2:14][CH2:13]2)[CH:6]=[CH:7][C:8]=1[N+:9]([O-:11])=[O:10]. (2) Given the reactants [CH2:1]([NH:8][CH2:9][C@@H:10]1[NH:14][CH2:13][C@H:12]([OH:15])[CH2:11]1)[C:2]1[CH:7]=[CH:6][CH:5]=[CH:4][CH:3]=1.C(N(CC)CC)C.Br[CH:24]([CH2:29]Br)[C:25]([O:27][CH3:28])=[O:26], predict the reaction product. The product is: [CH2:1]([N:8]1[C@H:24]([C:25]([O:27][CH3:28])=[O:26])[CH2:29][N:14]2[CH2:13][C@H:12]([OH:15])[CH2:11][C@@H:10]2[CH2:9]1)[C:2]1[CH:3]=[CH:4][CH:5]=[CH:6][CH:7]=1.